From a dataset of Full USPTO retrosynthesis dataset with 1.9M reactions from patents (1976-2016). Predict the reactants needed to synthesize the given product. (1) Given the product [CH3:30][C:28]1[N:29]=[C:24]2[CH:23]=[CH:22][C:21]([CH2:20][OH:38])=[CH:26][N:25]2[CH:27]=1, predict the reactants needed to synthesize it. The reactants are: NC1N=C(C)C(CNC2C3C(=NN([CH2:20][C:21]4[CH:22]=[CH:23][C:24]5[N:25]([CH:27]=[C:28]([CH3:30])[N:29]=5)[CH:26]=4)C=3)N=CN=2)=C(C)C=1.[H-].[H-].[H-].[H-].[Li+].[Al+3].[O:38]1CCCC1. (2) Given the product [NH2:30][C:26]1[CH:25]=[C:24]2[C:29](=[CH:28][CH:27]=1)[C:20]([O:19][CH2:18][CH2:17][CH2:16][C:7]1[C:6]3[C:10](=[C:2]([Br:1])[CH:3]=[CH:4][CH:5]=3)[NH:9][C:8]=1[C:11]([O:13][CH2:14][CH3:15])=[O:12])=[CH:21][CH:22]=[CH:23]2, predict the reactants needed to synthesize it. The reactants are: [Br:1][C:2]1[CH:3]=[CH:4][CH:5]=[C:6]2[C:10]=1[NH:9][C:8]([C:11]([O:13][CH2:14][CH3:15])=[O:12])=[C:7]2[CH2:16][CH2:17][CH2:18][O:19][C:20]1[C:29]2[C:24](=[CH:25][CH:26]=[CH:27][CH:28]=2)[CH:23]=[CH:22][CH:21]=1.[NH2:30]C1C=C2C(=CC=1)C(O)=CC=C2.C1(P(C2C=CC=CC=2)C2C=CC=CC=2)C=CC=CC=1.N(C(OC(C)(C)C)=O)=NC(OC(C)(C)C)=O. (3) The reactants are: [CH2:1]([C@@H:3]1[CH2:7][C@@H:6]([CH:8]2[CH2:10][N@@:9]2[S:11]([C:14]2[CH:19]=[CH:18][CH:17]=[CH:16][C:15]=2[N+:20]([O-:22])=[O:21])(=[O:13])=[O:12])[O:5][C:4]1=[O:23])[CH3:2].[CH3:24][C:25]1([CH3:39])[CH2:30][N:29]([C:31]2[CH:36]=[CH:35][CH:34]=[CH:33][C:32]=2[CH3:37])[C:28](=[O:38])[CH2:27][NH:26]1. Given the product [CH3:24][C:25]1([CH3:39])[CH2:30][N:29]([C:31]2[CH:36]=[CH:35][CH:34]=[CH:33][C:32]=2[CH3:37])[C:28](=[O:38])[CH2:27][N:26]1[CH2:10][C@H:8]([NH:9][S:11]([C:14]1[CH:19]=[CH:18][CH:17]=[CH:16][C:15]=1[N+:20]([O-:22])=[O:21])(=[O:13])=[O:12])[C@@H:6]1[CH2:7][C@@H:3]([CH2:1][CH3:2])[C:4](=[O:23])[O:5]1, predict the reactants needed to synthesize it. (4) The reactants are: Cl.[OH:2][CH2:3][C:4]([N:6]1[CH2:11][CH2:10][NH:9][CH2:8][CH2:7]1)=[O:5].[CH:12]([N:15]1[C:19]([C:20]2[CH:21]=[C:22]3[N:28]([N:29]=2)[C:27]2[CH:30]=[C:31]([CH:34]=O)[CH:32]=[CH:33][C:26]=2[O:25][CH2:24][CH2:23]3)=[N:18][CH:17]=[N:16]1)([CH3:14])[CH3:13]. Given the product [OH:2][CH2:3][C:4]([N:6]1[CH2:11][CH2:10][N:9]([CH2:34][C:31]2[CH:32]=[CH:33][C:26]3[O:25][CH2:24][CH2:23][C:22]4[N:28]([N:29]=[C:20]([C:19]5[N:15]([CH:12]([CH3:14])[CH3:13])[N:16]=[CH:17][N:18]=5)[CH:21]=4)[C:27]=3[CH:30]=2)[CH2:8][CH2:7]1)=[O:5], predict the reactants needed to synthesize it. (5) Given the product [N:70]([CH2:11][C@H:10]([CH3:13])[C@H:9]([C@H:14]1[CH2:18][O:17][C:16]([CH3:20])([CH3:19])[N:15]1[C:21]([O:23][C:24]([CH3:27])([CH3:26])[CH3:25])=[O:22])[O:8][Si:1]([C:4]([CH3:7])([CH3:6])[CH3:5])([CH3:3])[CH3:2])=[N+:71]=[N-:72], predict the reactants needed to synthesize it. The reactants are: [Si:1]([O:8][C@@H:9]([C@H:14]1[CH2:18][O:17][C:16]([CH3:20])([CH3:19])[N:15]1[C:21]([O:23][C:24]([CH3:27])([CH3:26])[CH3:25])=[O:22])[C@@H:10]([CH3:13])[CH2:11]O)([C:4]([CH3:7])([CH3:6])[CH3:5])([CH3:3])[CH3:2].CC(OC(/N=N/C(OC(C)C)=O)=O)C.C1C=CC(P(C2C=CC=CC=2)C2C=CC=CC=2)=CC=1.C1C=CC(OP(OC2C=CC=CC=2)([N:70]=[N+:71]=[N-:72])=O)=CC=1. (6) Given the product [Cl:1][C:2]1[CH:20]=[C:19]([F:21])[C:18]([N:22]2[C:27](=[O:28])[CH:26]=[C:25]([C:29]([F:32])([F:31])[F:30])[N:24]([CH3:33])[C:23]2=[O:34])=[CH:17][C:3]=1[O:4][C:5]1[C:6]([O:11][CH2:12][C:13]([O:15][CH:16]2[CH2:43][CH2:42][CH2:41][CH2:45]2)=[O:14])=[N:7][CH:8]=[CH:9][CH:10]=1, predict the reactants needed to synthesize it. The reactants are: [Cl:1][C:2]1[CH:20]=[C:19]([F:21])[C:18]([N:22]2[C:27](=[O:28])[CH:26]=[C:25]([C:29]([F:32])([F:31])[F:30])[N:24]([CH3:33])[C:23]2=[O:34])=[CH:17][C:3]=1[O:4][C:5]1[C:6]([O:11][CH2:12][C:13]([O:15][CH3:16])=[O:14])=[N:7][CH:8]=[CH:9][CH:10]=1.C(=O)([O-])[O-].[Na+].[Na+].[CH:41]1(O)[CH2:45]C[CH2:43][CH2:42]1. (7) The reactants are: [Br-].[Br:2][CH2:3][P+](C1C=CC=CC=1)(C1C=CC=CC=1)C1C=CC=CC=1.CC(C)([O-])C.[K+].[F:29][C:30]1[CH:31]=[C:32]2[C:37](=[CH:38][CH:39]=1)[N:36]=[C:35]([CH:40]=O)[CH:34]=[CH:33]2. Given the product [Br:2]/[CH:3]=[CH:40]\[C:35]1[CH:34]=[CH:33][C:32]2[C:37](=[CH:38][CH:39]=[C:30]([F:29])[CH:31]=2)[N:36]=1, predict the reactants needed to synthesize it. (8) The reactants are: C(O[C:6]([N:8]1[CH2:17][CH2:16][C:15]2[C:10](=[CH:11][CH:12]=[CH:13][C:14]=2[CH2:18][OH:19])[CH2:9]1)=O)(C)(C)C.ClC1[NH:30][C:29](=[O:31])[C:28]2[C:23](=[CH:24][C:25]([O:34][CH3:35])=[C:26]([O:32][CH3:33])[CH:27]=2)[N:22]=1.C(=O)(O)[O-].[Na+].O. Given the product [OH:19][CH2:18][C:14]1[CH:13]=[CH:12][CH:11]=[C:10]2[C:15]=1[CH2:16][CH2:17][N:8]([C:6]1[NH:30][C:29](=[O:31])[C:28]3[C:23](=[CH:24][C:25]([O:34][CH3:35])=[C:26]([O:32][CH3:33])[CH:27]=3)[N:22]=1)[CH2:9]2, predict the reactants needed to synthesize it. (9) Given the product [NH2:22][C@@H:21]1[CH2:20][CH2:19][N:18]([C:30]2[C:31]([Cl:63])=[C:32]([NH:38][C:39]3[N:44]=[C:43]([NH:45][CH:55]4[CH2:56][CH2:57]4)[C:42]4=[N:58][CH:59]=[C:60]([C:61]#[N:62])[N:41]4[N:40]=3)[CH:33]=[C:34]([C:36]#[N:37])[CH:35]=2)[CH2:17][C@H:16]1[O:15][Si:8]([C:11]([CH3:14])([CH3:13])[CH3:12])([CH3:9])[CH3:10], predict the reactants needed to synthesize it. The reactants are: C(O)(C(F)(F)F)=O.[Si:8]([O:15][C@H:16]1[C@H:21]([NH:22]C(=O)OC(C)(C)C)[CH2:20][CH2:19][N:18]([C:30]2[CH:35]=[C:34]([C:36]#[N:37])[CH:33]=[C:32]([NH:38][C:39]3[N:44]=[C:43]([N:45]([CH:55]4[CH2:57][CH2:56]4)CC4C=CC(OC)=CC=4)[C:42]4=[N:58][CH:59]=[C:60]([C:61]#[N:62])[N:41]4[N:40]=3)[C:31]=2[Cl:63])[CH2:17]1)([C:11]([CH3:14])([CH3:13])[CH3:12])([CH3:10])[CH3:9].C1(OC)C=CC=CC=1.